Dataset: Forward reaction prediction with 1.9M reactions from USPTO patents (1976-2016). Task: Predict the product of the given reaction. (1) The product is: [CH3:1][C:2]1[C:6]2[CH:7]=[N:8][CH:9]=[CH:10][C:5]=2[N:4]([NH:11][C:19]([C:18]2[C:13]([CH3:12])=[N:14][C:15]([C:22]3[CH:27]=[CH:26][CH:25]=[CH:24][N:23]=3)=[N:16][CH:17]=2)=[O:20])[CH:3]=1. Given the reactants [CH3:1][C:2]1[C:6]2[CH:7]=[N:8][CH:9]=[CH:10][C:5]=2[N:4]([NH2:11])[CH:3]=1.[CH3:12][C:13]1[C:18]([C:19](O)=[O:20])=[CH:17][N:16]=[C:15]([C:22]2[CH:27]=[CH:26][CH:25]=[CH:24][N:23]=2)[N:14]=1.CN(C(ON1N=NC2C=CC=NC1=2)=[N+](C)C)C.F[P-](F)(F)(F)(F)F.CCN(C(C)C)C(C)C.C([O-])(O)=O.[Na+], predict the reaction product. (2) Given the reactants C(Cl)(=O)C(Cl)=O.[C:7]([C:9]1[C:31](=[O:32])[C@@H:30]([CH3:33])[C@@H:12]2[CH2:13][CH2:14][C:15]3[CH:16]=[N:17][C:18]([C:21]4[CH:29]=[CH:28][C:24]([C:25](O)=[O:26])=[CH:23][CH:22]=4)=[N:19][C:20]=3[C@@:11]2([C:34]2[CH:39]=[CH:38][CH:37]=[CH:36][CH:35]=2)[CH:10]=1)#[N:8].[OH:40][NH:41][C:42](=[NH:44])[CH3:43].C(N(CC)CC)C, predict the reaction product. The product is: [C:7]([C:9]1[C:31](=[O:32])[C@@H:30]([CH3:33])[C@@H:12]2[CH2:13][CH2:14][C:15]3[CH:16]=[N:17][C:18]([C:21]4[CH:29]=[CH:28][C:24]([C:25]([NH:44]/[C:42](=[N:41]\[OH:40])/[CH3:43])=[O:26])=[CH:23][CH:22]=4)=[N:19][C:20]=3[C@@:11]2([C:34]2[CH:39]=[CH:38][CH:37]=[CH:36][CH:35]=2)[CH:10]=1)#[N:8].